From a dataset of Reaction yield outcomes from USPTO patents with 853,638 reactions. Predict the reaction yield, written as a fraction of the theoretical maximum amount of product (1.0 means a 100% yield; for example, 0.34 means a 34% yield). (1) The reactants are [CH2:1]([O:8][CH2:9][N:10]1[C:15](=[O:16])[C:14]([Br:17])=[N:13][N:12]([CH2:18][C:19](F)(F)C2C=CC=CC=2)[C:11]1=[O:28])[C:2]1[CH:7]=[CH:6][CH:5]=[CH:4][CH:3]=1.[C:29]1([C@@H:35]2C[C@H:36]2CO)[CH:34]=[CH:33][CH:32]=[CH:31][CH:30]=1. No catalyst specified. The product is [CH2:1]([O:8][CH2:9][N:10]1[C:15](=[O:16])[C:14]([Br:17])=[N:13][N:12]([CH2:18][C@@H:19]2[CH2:36][C@H:35]2[C:29]2[CH:34]=[CH:33][CH:32]=[CH:31][CH:30]=2)[C:11]1=[O:28])[C:2]1[CH:7]=[CH:6][CH:5]=[CH:4][CH:3]=1. The yield is 0.730. (2) The reactants are [CH3:1][O:2][C:3](=[O:20])[C:4]([CH3:19])([O:6][C:7]1[CH:12]=[CH:11][CH:10]=[C:9]([CH:13]2[CH2:18][CH2:17][CH2:16][NH:15][CH2:14]2)[CH:8]=1)[CH3:5].[C:21]([OH:30])(=[O:29])[C@@H:22]([C@H:24]([C:26]([OH:28])=[O:27])[OH:25])[OH:23]. The catalyst is C1COCC1. The product is [C:26]([CH:24]([CH:22]([C:21]([OH:30])=[O:29])[OH:23])[OH:25])([OH:28])=[O:27].[CH3:1][O:2][C:3](=[O:20])[C:4]([CH3:5])([O:6][C:7]1[CH:12]=[CH:11][CH:10]=[C:9]([CH:13]2[CH2:18][CH2:17][CH2:16][NH:15][CH2:14]2)[CH:8]=1)[CH3:19]. The yield is 0.960. (3) The reactants are COCCO[AlH2-]OCCOC.[Na+].[CH2:13]([N:20]1[C:25](=O)[CH:24]2[CH:22]([CH2:23]2)[C:21]1=O)[C:14]1[CH:19]=[CH:18][CH:17]=[CH:16][CH:15]=1.O. The product is [CH2:13]([N:20]1[CH2:21][CH:22]2[CH:24]([CH2:23]2)[CH2:25]1)[C:14]1[CH:15]=[CH:16][CH:17]=[CH:18][CH:19]=1. The yield is 0.940. The catalyst is CCOCC. (4) The reactants are [CH2:1]([O:3][C:4]1[CH:11]=[CH:10][C:7]([CH:8]=O)=[CH:6][N:5]=1)[CH3:2].[NH2:12][C:13]1[N:14]=[N:15][C:16]([CH3:19])=[CH:17][CH:18]=1.C([O:22][C:23](=O)[C:24]([OH:37])=[CH:25][C:26]([C:28]1[CH:33]=[CH:32][C:31]([CH:34]([CH3:36])[CH3:35])=[CH:30][CH:29]=1)=[O:27])C. No catalyst specified. The product is [CH2:1]([O:3][C:4]1[N:5]=[CH:6][C:7]([CH:8]2[N:12]([C:13]3[N:14]=[N:15][C:16]([CH3:19])=[CH:17][CH:18]=3)[C:23](=[O:22])[C:24]([OH:37])=[C:25]2[C:26](=[O:27])[C:28]2[CH:29]=[CH:30][C:31]([CH:34]([CH3:35])[CH3:36])=[CH:32][CH:33]=2)=[CH:10][CH:11]=1)[CH3:2]. The yield is 0.250. (5) The reactants are [OH-].[K+].[F:3][C:4]([F:19])([F:18])[C:5]([F:17])([C:13]([F:16])([F:15])[F:14])[CH2:6][CH:7](I)[C:8]([F:11])([F:10])[F:9]. The catalyst is [Cl-].C[N+](CCCC)(CCCC)CCCC.O. The product is [F:9][C:8]([F:10])([F:11])/[CH:7]=[CH:6]/[C:5]([F:17])([C:4]([F:3])([F:18])[F:19])[C:13]([F:16])([F:15])[F:14]. The yield is 0.575. (6) The reactants are [F:1][C:2]1[CH:7]=[CH:6][C:5]([C:8]2[CH:9]=[N:10][NH:11][C:12]=2[NH2:13])=[CH:4][CH:3]=1.O=[C:15]([C:22]1[CH:27]=[CH:26][CH:25]=[CH:24][N:23]=1)[CH2:16][C:17](OCC)=[O:18]. The catalyst is C(O)(=O)C. The product is [F:1][C:2]1[CH:3]=[CH:4][C:5]([C:8]2[CH:9]=[N:10][N:11]3[C:17](=[O:18])[CH:16]=[C:15]([C:22]4[CH:27]=[CH:26][CH:25]=[CH:24][N:23]=4)[NH:13][C:12]=23)=[CH:6][CH:7]=1. The yield is 0.800. (7) The reactants are [CH2:1]([C:5]1[N:6]=[C:7]([CH3:27])[NH:8][C:9](=[O:26])[C:10]=1[CH2:11][C:12]1[CH:17]=[CH:16][C:15]([C:18]2[C:19]([C:24]#[N:25])=[CH:20][CH:21]=[CH:22][CH:23]=2)=[CH:14][CH:13]=1)[CH2:2][CH2:3][CH3:4].[H-].[Na+].Br[CH2:31][CH2:32][C:33]1[CH:38]=[CH:37][CH:36]=[CH:35][CH:34]=1.[Cl-].O[NH3+:41].[C:42](=[O:45])([O-])[OH:43].[Na+]. The product is [CH2:1]([C:5]1[N:6]=[C:7]([CH3:27])[N:8]([CH2:31][CH2:32][C:33]2[CH:38]=[CH:37][CH:36]=[CH:35][CH:34]=2)[C:9](=[O:26])[C:10]=1[CH2:11][C:12]1[CH:17]=[CH:16][C:15]([C:18]2[CH:23]=[CH:22][CH:21]=[CH:20][C:19]=2[C:24]2[NH:41][C:42](=[O:45])[O:43][N:25]=2)=[CH:14][CH:13]=1)[CH2:2][CH2:3][CH3:4]. The catalyst is C(OCC)(=O)C.CS(C)=O.CN(C)C=O. The yield is 0.310. (8) The reactants are [H-].[Na+].Cl.[F:4][C:5]1([F:12])[C:9]([F:11])([F:10])[CH2:8][NH:7][CH2:6]1.Br[CH2:14][C:15]1[CH:24]=[CH:23][C:18]([C:19]([O:21]C)=[O:20])=[CH:17][CH:16]=1.[OH-].[Li+].Cl. The catalyst is CN(C)C=O.O. The product is [F:4][C:5]1([F:12])[C:9]([F:11])([F:10])[CH2:8][N:7]([CH2:14][C:15]2[CH:24]=[CH:23][C:18]([C:19]([OH:21])=[O:20])=[CH:17][CH:16]=2)[CH2:6]1. The yield is 0.900.